Dataset: Forward reaction prediction with 1.9M reactions from USPTO patents (1976-2016). Task: Predict the product of the given reaction. Given the reactants [CH:1]([C:4]1[CH:9]=[CH:8][C:7]([S:10]([C:13]2[CH:18]=[CH:17][CH:16]=[CH:15][CH:14]=2)(=[O:12])=[O:11])=[CH:6][C:5]=1[S:19]([NH:22][CH:23]1[CH2:28][CH2:27][CH2:26][CH:25]([C:29]([O:31]C)=[O:30])[CH2:24]1)(=[O:21])=[O:20])([CH3:3])[CH3:2].[OH-].[Na+], predict the reaction product. The product is: [CH:1]([C:4]1[CH:9]=[CH:8][C:7]([S:10]([C:13]2[CH:14]=[CH:15][CH:16]=[CH:17][CH:18]=2)(=[O:11])=[O:12])=[CH:6][C:5]=1[S:19]([NH:22][CH:23]1[CH2:28][CH2:27][CH2:26][CH:25]([C:29]([OH:31])=[O:30])[CH2:24]1)(=[O:21])=[O:20])([CH3:3])[CH3:2].